From a dataset of Full USPTO retrosynthesis dataset with 1.9M reactions from patents (1976-2016). Predict the reactants needed to synthesize the given product. The reactants are: [Li]CCCC.[NH:6]1[CH:10]=[CH:9][CH:8]=[CH:7]1.N#N.Cl[Si:14]([CH:21]([CH3:23])[CH3:22])([CH:18]([CH3:20])[CH3:19])[CH:15]([CH3:17])[CH3:16]. Given the product [CH:15]([Si:14]([CH:21]([CH3:23])[CH3:22])([CH:18]([CH3:20])[CH3:19])[N:6]1[CH:10]=[CH:9][CH:8]=[CH:7]1)([CH3:17])[CH3:16], predict the reactants needed to synthesize it.